Task: Predict the reactants needed to synthesize the given product.. Dataset: Full USPTO retrosynthesis dataset with 1.9M reactions from patents (1976-2016) The reactants are: [C:1]([C:5]1[CH:6]=[C:7]2[C:12](=[CH:13][N:14]=1)[C:11](=[O:15])[N:10]([C:16]1[CH:23]=[CH:22][CH:21]=[C:20]([C:24]3[CH:29]=[C:28]([NH:30][C:31]4[CH:36]=[CH:35][C:34]([C:37]([N:39]5[CH2:44][CH2:43][O:42][CH2:41][CH2:40]5)=[O:38])=[CH:33][N:32]=4)[C:27](=[O:45])[N:26]([CH3:46])[N:25]=3)[C:17]=1[CH:18]=[O:19])[CH2:9][CH2:8]2)([CH3:4])([CH3:3])[CH3:2].[BH4-].[Na+]. Given the product [C:1]([C:5]1[CH:6]=[C:7]2[C:12](=[CH:13][N:14]=1)[C:11](=[O:15])[N:10]([C:16]1[CH:23]=[CH:22][CH:21]=[C:20]([C:24]3[CH:29]=[C:28]([NH:30][C:31]4[CH:36]=[CH:35][C:34]([C:37]([N:39]5[CH2:44][CH2:43][O:42][CH2:41][CH2:40]5)=[O:38])=[CH:33][N:32]=4)[C:27](=[O:45])[N:26]([CH3:46])[N:25]=3)[C:17]=1[CH2:18][OH:19])[CH2:9][CH2:8]2)([CH3:4])([CH3:2])[CH3:3], predict the reactants needed to synthesize it.